This data is from Forward reaction prediction with 1.9M reactions from USPTO patents (1976-2016). The task is: Predict the product of the given reaction. (1) Given the reactants S(O)(O)(=O)=O.[CH3:6][S:7][C:8](=[NH:10])[NH2:9].[O-]CC.[Na+].CN([CH:18]=[C:19]1[C:23](=O)[CH2:22][N:21]([C:25]([O:27][C:28]([CH3:31])([CH3:30])[CH3:29])=[O:26])[CH2:20]1)C, predict the reaction product. The product is: [CH3:6][S:7][C:8]1[N:9]=[CH:18][C:19]2[CH2:20][N:21]([C:25]([O:27][C:28]([CH3:31])([CH3:30])[CH3:29])=[O:26])[CH2:22][C:23]=2[N:10]=1. (2) Given the reactants Cl[C:2]1[CH:3]=[C:4]([C:9]2[N:13]3[CH:14]=[CH:15][C:16]([C:19]([OH:22])([CH3:21])[CH3:20])=[C:17]([F:18])[C:12]3=[N:11][CH:10]=2)[CH:5]=[CH:6][C:7]=1[F:8].[O:23]1[C:27]2[CH:28]=[CH:29][C:30](B(O)O)=[CH:31][C:26]=2[O:25][CH2:24]1, predict the reaction product. The product is: [O:23]1[C:27]2[CH:28]=[CH:29][C:30]([C:2]3[CH:3]=[C:4]([C:9]4[N:13]5[CH:14]=[CH:15][C:16]([C:19]([OH:22])([CH3:21])[CH3:20])=[C:17]([F:18])[C:12]5=[N:11][CH:10]=4)[CH:5]=[CH:6][C:7]=3[F:8])=[CH:31][C:26]=2[O:25][CH2:24]1.